This data is from Forward reaction prediction with 1.9M reactions from USPTO patents (1976-2016). The task is: Predict the product of the given reaction. (1) The product is: [CH3:14][CH:4]([CH3:3])[CH2:5][CH:6]([OH:13])[CH2:7][C:8]([O:10][CH2:11][CH3:12])=[O:9]. Given the reactants [BH4-].[Na+].[CH3:3][CH:4]([CH3:14])[CH2:5][C:6](=[O:13])[CH2:7][C:8]([O:10][CH2:11][CH3:12])=[O:9], predict the reaction product. (2) Given the reactants [CH3:1][C:2]1[C:10]2[CH2:9][O:8][C:7](=[O:11])[C:6]=2[CH:5]=[CH:4][C:3]=1[C@@H:12]1[CH2:14][O:13]1.[CH2:15]1[C:19]2([CH2:24][CH2:23][CH2:22][N:21]([C:25]([O:27][C:28]([CH3:31])([CH3:30])[CH3:29])=[O:26])[CH2:20]2)[CH2:18][CH2:17][NH:16]1, predict the reaction product. The product is: [OH:13][C@H:12]([C:3]1[C:2]([CH3:1])=[C:10]2[C:6](=[CH:5][CH:4]=1)[C:7](=[O:11])[O:8][CH2:9]2)[CH2:14][N:16]1[CH2:17][CH2:18][C:19]2([CH2:24][CH2:23][CH2:22][N:21]([C:25]([O:27][C:28]([CH3:31])([CH3:30])[CH3:29])=[O:26])[CH2:20]2)[CH2:15]1. (3) Given the reactants [F:1][C:2]1[CH:3]=[C:4]([C@H:9]2[O:13][C:12](=[O:14])[N:11]([CH2:15][C:16]3[C:21]([C:22]4[CH:23]=[C:24]([C:30]5[CH:39]=[CH:38][C:33]([C:34]([O:36]C)=[O:35])=[CH:32][C:31]=5[CH3:40])[CH:25]=[N:26][C:27]=4[O:28][CH3:29])=[CH:20][N:19]=[C:18]([N:41]4[CH2:44][CH:43]([F:45])[CH2:42]4)[N:17]=3)[C@H:10]2[CH3:46])[CH:5]=[C:6]([F:8])[CH:7]=1.[OH-].[Li+], predict the reaction product. The product is: [F:8][C:6]1[CH:5]=[C:4]([C@H:9]2[O:13][C:12](=[O:14])[N:11]([CH2:15][C:16]3[C:21]([C:22]4[CH:23]=[C:24]([C:30]5[CH:39]=[CH:38][C:33]([C:34]([OH:36])=[O:35])=[CH:32][C:31]=5[CH3:40])[CH:25]=[N:26][C:27]=4[O:28][CH3:29])=[CH:20][N:19]=[C:18]([N:41]4[CH2:42][CH:43]([F:45])[CH2:44]4)[N:17]=3)[C@H:10]2[CH3:46])[CH:3]=[C:2]([F:1])[CH:7]=1. (4) Given the reactants [Br:1][C:2]1[CH:3]=[CH:4][C:5]([C:13]([OH:15])=O)=[N:6][C:7]=1[O:8][CH2:9][CH:10]1[CH2:12][CH2:11]1.Cl.[NH2:17][C:18]([CH2:26][CH3:27])([CH2:24][CH3:25])[C:19]([O:21][CH2:22][CH3:23])=[O:20], predict the reaction product. The product is: [CH2:22]([O:21][C:19](=[O:20])[C:18]([NH:17][C:13]([C:5]1[CH:4]=[CH:3][C:2]([Br:1])=[C:7]([O:8][CH2:9][CH:10]2[CH2:11][CH2:12]2)[N:6]=1)=[O:15])([CH2:26][CH3:27])[CH2:24][CH3:25])[CH3:23]. (5) Given the reactants [C:1]([O:5][C:6]([N:8]1[CH2:13][CH2:12][CH:11]([C:14]2[NH:15][CH:16]=[C:17]([C:19]3[CH:24]=[CH:23][C:22]([F:25])=[C:21]([C:26]([F:29])([F:28])[F:27])[CH:20]=3)[N:18]=2)[CH2:10][CH2:9]1)=[O:7])([CH3:4])([CH3:3])[CH3:2].[H-].[Na+].CI.O1CCC[CH2:35]1, predict the reaction product. The product is: [C:1]([O:5][C:6]([N:8]1[CH2:13][CH2:12][CH:11]([C:14]2[N:15]([CH3:35])[CH:16]=[C:17]([C:19]3[CH:24]=[CH:23][C:22]([F:25])=[C:21]([C:26]([F:27])([F:28])[F:29])[CH:20]=3)[N:18]=2)[CH2:10][CH2:9]1)=[O:7])([CH3:4])([CH3:2])[CH3:3].